Dataset: Human liver microsome stability data. Task: Regression/Classification. Given a drug SMILES string, predict its absorption, distribution, metabolism, or excretion properties. Task type varies by dataset: regression for continuous measurements (e.g., permeability, clearance, half-life) or binary classification for categorical outcomes (e.g., BBB penetration, CYP inhibition). Dataset: hlm. (1) The result is 0 (unstable in human liver microsomes). The molecule is CC(C)n1ccnc1N=C(NC(=O)C(C)(C)C)Nc1ccc(Cl)c(Cl)c1. (2) The result is 0 (unstable in human liver microsomes). The molecule is ON=C(NC1CCCCC1)c1cccc2ccccc12.